Dataset: Full USPTO retrosynthesis dataset with 1.9M reactions from patents (1976-2016). Task: Predict the reactants needed to synthesize the given product. (1) Given the product [Cl:50][C:41]1[CH:40]=[CH:39][C:38]([NH:37][C:32]([C:26]2[N:25]([CH3:35])[N:24]=[C:23]([CH:22]([CH:19]3[CH2:20][CH2:21]3)[OH:36])[C:27]=2[C:28]([F:29])([F:30])[F:31])=[O:34])=[CH:49][C:42]=1[C:43](=[O:44])[NH:45][CH:46]1[CH2:48][CH2:47]1, predict the reactants needed to synthesize it. The reactants are: [Cl-].COC1N=C(OC)N=C([N+]2(C)CCOCC2)N=1.[CH:19]1([CH:22]([OH:36])[C:23]2[C:27]([C:28]([F:31])([F:30])[F:29])=[C:26]([C:32]([OH:34])=O)[N:25]([CH3:35])[N:24]=2)[CH2:21][CH2:20]1.[NH2:37][C:38]1[CH:39]=[CH:40][C:41]([Cl:50])=[C:42]([CH:49]=1)[C:43]([NH:45][CH:46]1[CH2:48][CH2:47]1)=[O:44]. (2) Given the product [N:3]1[C:12]2[C:7](=[CH:8][CH:9]=[CH:10][CH:11]=2)[CH:6]=[CH:5][C:4]=1[C:13]1[C:25]2[C:24]3[C:19](=[CH:20][CH:21]=[CH:22][CH:23]=3)[CH:18]([NH2:26])[C:17]=2[CH:16]=[CH:15][CH:14]=1, predict the reactants needed to synthesize it. The reactants are: [H][H].[N:3]1[C:12]2[C:7](=[CH:8][CH:9]=[CH:10][CH:11]=2)[CH:6]=[CH:5][C:4]=1[C:13]1[C:25]2[C:24]3[C:19](=[CH:20][CH:21]=[CH:22][CH:23]=3)[C:18](=[N:26]O)[C:17]=2[CH:16]=[CH:15][CH:14]=1.